Dataset: Forward reaction prediction with 1.9M reactions from USPTO patents (1976-2016). Task: Predict the product of the given reaction. (1) Given the reactants [CH2:1]([O:3][C:4]1[C:9]2[O:10][CH:11]([CH3:15])[C:12](=[O:14])[NH:13][C:8]=2[CH:7]=[C:6]([CH:16]=O)[CH:5]=1)[CH3:2].[Cl:18][C:19]1[CH:20]=[C:21]([CH:27]=[CH:28][C:29]=1[N:30]1[CH2:35][CH2:34][NH:33][CH2:32][CH2:31]1)[C:22]([NH:24][CH2:25][CH3:26])=[O:23], predict the reaction product. The product is: [Cl:18][C:19]1[CH:20]=[C:21]([CH:27]=[CH:28][C:29]=1[N:30]1[CH2:31][CH2:32][N:33]([CH2:16][C:6]2[CH:5]=[C:4]([O:3][CH2:1][CH3:2])[C:9]3[O:10][CH:11]([CH3:15])[C:12](=[O:14])[NH:13][C:8]=3[CH:7]=2)[CH2:34][CH2:35]1)[C:22]([NH:24][CH2:25][CH3:26])=[O:23]. (2) Given the reactants [C:1]([C:3]1[CH:4]=[C:5]([CH:8]=[CH:9][C:10]=1[F:11])[CH2:6][OH:7])#[N:2], predict the reaction product. The product is: [C:1]([C:3]1[CH:4]=[C:5]([CH:8]=[CH:9][C:10]=1[F:11])[CH:6]=[O:7])#[N:2]. (3) Given the reactants [C:1]([O:7][CH2:8][CH2:9][CH2:10][CH2:11][CH2:12][Br:13])(=[O:6])[C:2]([CH3:5])([CH3:4])[CH3:3].[C:14]1([P:20]([C:27]2[CH:32]=[CH:31][CH:30]=[CH:29][CH:28]=2)[C:21]2[CH:26]=[CH:25][CH:24]=[CH:23][CH:22]=2)[CH:19]=[CH:18][CH:17]=[CH:16][CH:15]=1, predict the reaction product. The product is: [Br-:13].[C:27]1([P+:20]([C:14]2[CH:15]=[CH:16][CH:17]=[CH:18][CH:19]=2)([C:21]2[CH:26]=[CH:25][CH:24]=[CH:23][CH:22]=2)[CH2:12][CH2:11][CH2:10][CH2:9][CH2:8][O:7][C:1](=[O:6])[C:2]([CH3:5])([CH3:4])[CH3:3])[CH:28]=[CH:29][CH:30]=[CH:31][CH:32]=1. (4) The product is: [C:1]([C:5]1[CH:18]=[CH:17][CH:16]=[CH:15][C:6]=1[O:7][CH2:8][CH2:9][N:10]([CH3:14])[C:11](=[O:12])[NH:28][C:29]1[C:34]([C:35]([O:37][CH3:38])=[O:36])=[CH:33][N:32]=[CH:31][CH:30]=1)([CH3:4])([CH3:3])[CH3:2]. Given the reactants [C:1]([C:5]1[CH:18]=[CH:17][CH:16]=[CH:15][C:6]=1[O:7][CH2:8][CH2:9][N:10]([CH3:14])[C:11](Cl)=[O:12])([CH3:4])([CH3:3])[CH3:2].CCN(C(C)C)C(C)C.[NH2:28][C:29]1[C:34]([C:35]([O:37][CH3:38])=[O:36])=[CH:33][N:32]=[CH:31][CH:30]=1, predict the reaction product. (5) Given the reactants [Cl:1][C:2]1[CH:7]=[C:6]([Cl:8])[CH:5]=[CH:4][C:3]=1[C:9]1[N:10]=[C:11](/[CH:15]=[CH:16]/[C:17]2[CH:22]=[CH:21][C:20]([C:23]3[CH:28]=[CH:27][C:26]([O:29][CH3:30])=[CH:25][CH:24]=3)=[CH:19][CH:18]=2)[N:12]([CH3:14])[CH:13]=1.BrC[CH2:33][CH2:34][CH2:35][C:36]([O:38][CH3:39])=[O:37], predict the reaction product. The product is: [CH3:39][O:38][C:36](=[O:37])[CH2:35][CH2:34][CH2:33][CH2:30][O:29][C:26]1[CH:25]=[CH:24][C:23]([C:20]2[CH:21]=[CH:22][C:17](/[CH:16]=[CH:15]/[C:11]3[N:12]([CH3:14])[CH:13]=[C:9]([C:3]4[CH:4]=[CH:5][C:6]([Cl:8])=[CH:7][C:2]=4[Cl:1])[N:10]=3)=[CH:18][CH:19]=2)=[CH:28][CH:27]=1.